Dataset: Reaction yield outcomes from USPTO patents with 853,638 reactions. Task: Predict the reaction yield, written as a fraction of the theoretical maximum amount of product (1.0 means a 100% yield; for example, 0.34 means a 34% yield). (1) The reactants are [CH2:1]([CH:3]([C:6]1[C:7]2[N:8]([C:16](I)=[C:17]([CH3:19])[N:18]=2)[N:9]=[C:10]([C:12]([F:15])([F:14])[F:13])[CH:11]=1)[CH2:4][CH3:5])[CH3:2].[CH2:21]([CH:23]([C:26]1[C:27]2[N:28]([CH:33]=[C:34]([CH3:36])[N:35]=2)[N:29]=[C:30]([CH3:32])[CH:31]=1)[CH2:24][CH3:25])[CH3:22]. No catalyst specified. The product is [CH2:21]([CH:23]([C:26]1[C:27]2[N:28]([C:33]([C:16]3[N:8]4[N:9]=[C:10]([C:12]([F:15])([F:14])[F:13])[CH:11]=[C:6]([CH:3]([CH2:4][CH3:5])[CH2:1][CH3:2])[C:7]4=[N:18][C:17]=3[CH3:19])=[C:34]([CH3:36])[N:35]=2)[N:29]=[C:30]([CH3:32])[CH:31]=1)[CH2:24][CH3:25])[CH3:22]. The yield is 0.530. (2) The reactants are [Br:1][C:2]1[CH:11]=[CH:10][C:5]([C:6]([NH:8][NH2:9])=[O:7])=[CH:4][CH:3]=1.CCN=C=NCCCN(C)C.Cl.C1C=CC2N(O)N=NC=2C=1.C(N(CC)CC)C.[C:41]([NH:44][CH2:45][C:46](O)=[O:47])(=[O:43])[CH3:42]. The catalyst is C(Cl)Cl. The product is [Br:1][C:2]1[CH:11]=[CH:10][C:5]([C:6]([NH:8][NH:9][C:46](=[O:47])[CH2:45][NH:44][C:41](=[O:43])[CH3:42])=[O:7])=[CH:4][CH:3]=1. The yield is 0.590. (3) The reactants are [Cl:1][C:2]1[CH:7]=[CH:6][C:5]([C:8]2[N:12]([C:13]3[CH:18]=[CH:17][C:16]([Cl:19])=[CH:15][C:14]=3[Cl:20])[N:11]=[C:10]([C:21]#[N:22])[C:9]=2[CH3:23])=[CH:4][CH:3]=1.[N-:24]=[N+:25]=[N-:26].[Na+].[Cl-].[NH4+]. The catalyst is CN(C)C=O. The product is [Cl:1][C:2]1[CH:3]=[CH:4][C:5]([C:8]2[N:12]([C:13]3[CH:18]=[CH:17][C:16]([Cl:19])=[CH:15][C:14]=3[Cl:20])[N:11]=[C:10]([C:21]3[NH:26][N:25]=[N:24][N:22]=3)[C:9]=2[CH3:23])=[CH:6][CH:7]=1. The yield is 0.980. (4) The catalyst is C(Cl)Cl. The yield is 0.708. The reactants are [Cl:1][C:2]1[CH:3]=[C:4]([CH:8]2[C:12]([C:15]3[CH:20]=[CH:19][C:18]([Cl:21])=[CH:17][CH:16]=3)([C:13]#[N:14])[CH:11]([CH2:22][C:23]([CH3:26])([CH3:25])[CH3:24])[NH:10][CH:9]2[C:27]([OH:29])=O)[CH:5]=[CH:6][CH:7]=1.[N:30]1([CH2:36][C:37]([N:39]2[CH2:43][CH2:42][CH2:41][CH2:40]2)=[O:38])[CH2:35][CH2:34][NH:33][CH2:32][CH2:31]1.CN(C(ON1N=NC2C=CC=NC1=2)=[N+](C)C)C.F[P-](F)(F)(F)(F)F.CCN(C(C)C)C(C)C. The product is [Cl:1][C:2]1[CH:3]=[C:4]([CH:8]2[CH:9]([C:27]([N:33]3[CH2:32][CH2:31][N:30]([CH2:36][C:37](=[O:38])[N:39]4[CH2:40][CH2:41][CH2:42][CH2:43]4)[CH2:35][CH2:34]3)=[O:29])[NH:10][CH:11]([CH2:22][C:23]([CH3:24])([CH3:26])[CH3:25])[C:12]2([C:15]2[CH:20]=[CH:19][C:18]([Cl:21])=[CH:17][CH:16]=2)[C:13]#[N:14])[CH:5]=[CH:6][CH:7]=1.